Dataset: Full USPTO retrosynthesis dataset with 1.9M reactions from patents (1976-2016). Task: Predict the reactants needed to synthesize the given product. Given the product [CH3:20][O:5][C:4](=[O:6])[CH2:3][CH:2]([Br:1])[C:7]([C:9]1[CH:10]=[CH:11][C:12]([F:15])=[CH:13][CH:14]=1)=[O:8], predict the reactants needed to synthesize it. The reactants are: [Br:1][CH:2]([C:7]([C:9]1[CH:14]=[CH:13][C:12]([F:15])=[CH:11][CH:10]=1)=[O:8])[CH2:3][C:4]([OH:6])=[O:5].S(Cl)(Cl)=O.[CH3:20]O.